Dataset: Reaction yield outcomes from USPTO patents with 853,638 reactions. Task: Predict the reaction yield, written as a fraction of the theoretical maximum amount of product (1.0 means a 100% yield; for example, 0.34 means a 34% yield). (1) The reactants are B(Br)(Br)Br.[CH2:5]([N:7]([CH2:35][CH3:36])[C:8]1[CH:34]=[CH:33][C:11]([CH:12]=[N:13][N:14](CC2C=CC(C)=CC=2)[C:15](=[O:24])[C:16]2[CH:21]=[CH:20][C:19]([O:22]C)=[CH:18][CH:17]=2)=[CH:10][CH:9]=1)[CH3:6].CO. The catalyst is C(Cl)Cl. The product is [CH2:35]([N:7]([CH2:5][CH3:6])[C:8]1[CH:9]=[CH:10][C:11]([CH:12]=[N:13][NH:14][C:15](=[O:24])[C:16]2[CH:21]=[CH:20][C:19]([OH:22])=[CH:18][CH:17]=2)=[CH:33][CH:34]=1)[CH3:36]. The yield is 0.410. (2) The reactants are [C:1]([NH:5][C:6]1[O:7][C:8]([C:11]2[CH:12]=[C:13]3[C:17](=[CH:18][CH:19]=2)[N:16]([S:20]([C:23]2[CH:29]=[CH:28][C:26]([CH3:27])=[CH:25][CH:24]=2)(=[O:22])=[O:21])[CH:15]=[C:14]3B2OC(C)(C)C(C)(C)O2)=[N:9][N:10]=1)([CH3:4])([CH3:3])[CH3:2].P([O-])([O-])([O-])=O.[K+].[K+].[K+].Cl[C:48]1[N:53]=[C:52]([O:54][CH3:55])[C:51]([F:56])=[CH:50][N:49]=1. The catalyst is C1C=CC(/C=C/C(/C=C/C2C=CC=CC=2)=O)=CC=1.C1C=CC(/C=C/C(/C=C/C2C=CC=CC=2)=O)=CC=1.C1C=CC(/C=C/C(/C=C/C2C=CC=CC=2)=O)=CC=1.[Pd].[Pd].C1(P(C2CCCCC2)C2C=CC=CC=2C2C(C(C)C)=CC(C(C)C)=CC=2C(C)C)CCCCC1. The product is [C:1]([NH:5][C:6]1[O:7][C:8]([C:11]2[CH:12]=[C:13]3[C:17](=[CH:18][CH:19]=2)[N:16]([S:20]([C:23]2[CH:24]=[CH:25][C:26]([CH3:27])=[CH:28][CH:29]=2)(=[O:21])=[O:22])[CH:15]=[C:14]3[C:48]2[N:53]=[C:52]([O:54][CH3:55])[C:51]([F:56])=[CH:50][N:49]=2)=[N:9][N:10]=1)([CH3:3])([CH3:2])[CH3:4]. The yield is 0.607. (3) The reactants are [Cl:1][C:2]1[N:3]=[C:4](Cl)[C:5]2[CH:10]=[CH:9][S:8][C:6]=2[N:7]=1.CC1(C)C(C)(C)OB([C:20]2[CH:21]=[C:22]([CH2:26][C:27]#[N:28])[CH:23]=[CH:24][CH:25]=2)O1.C([O-])([O-])=O.[K+].[K+]. The catalyst is O1CCOCC1.O. The product is [Cl:1][C:2]1[N:3]=[C:4]([C:20]2[CH:21]=[C:22]([CH2:26][C:27]#[N:28])[CH:23]=[CH:24][CH:25]=2)[C:5]2[CH:10]=[CH:9][S:8][C:6]=2[N:7]=1. The yield is 0.410. (4) The yield is 0.740. The reactants are [C:1]([O:6][C@@H:7]1[C@@H:15]([CH2:16][CH2:17][OH:18])[C:14](=[O:19])[O:13][CH2:12][C@H:11]([NH:20][C:21]([O:23][C:24]([CH3:27])([CH3:26])[CH3:25])=[O:22])[C:10](=[O:28])[O:9][C@H:8]1[CH3:29])(=[O:5])[CH:2]([CH3:4])[CH3:3].[C:30](Cl)(=[O:37])[C:31]1[CH:36]=[CH:35][CH:34]=[CH:33][CH:32]=1. The product is [C:30]([O:18][CH2:17][CH2:16][C@@H:15]1[C@@H:7]([O:6][C:1](=[O:5])[CH:2]([CH3:4])[CH3:3])[C@H:8]([CH3:29])[O:9][C:10](=[O:28])[C@@H:11]([NH:20][C:21]([O:23][C:24]([CH3:26])([CH3:25])[CH3:27])=[O:22])[CH2:12][O:13][C:14]1=[O:19])(=[O:37])[C:31]1[CH:36]=[CH:35][CH:34]=[CH:33][CH:32]=1. The catalyst is N1C=CC=CC=1.C(Cl)Cl. (5) The reactants are [CH2:1]([C:8]1[CH:13]=[CH:12][N:11]=[CH:10][CH:9]=1)[C:2]1[CH:7]=[CH:6][CH:5]=[CH:4][CH:3]=1.[CH2:14]([Br:21])[C:15]1[CH:20]=[CH:19][CH:18]=[CH:17][CH:16]=1. The catalyst is CC(C)=O. The product is [Br-:21].[CH2:14]([N+:11]1[CH:12]=[CH:13][C:8]([CH2:1][C:2]2[CH:3]=[CH:4][CH:5]=[CH:6][CH:7]=2)=[CH:9][CH:10]=1)[C:15]1[CH:20]=[CH:19][CH:18]=[CH:17][CH:16]=1. The yield is 0.910. (6) The reactants are [Br:1][C:2]1[CH:22]=[CH:21][C:5]2[CH2:6][CH2:7][C:8]3[C:17](C)=[C:16]([O:19][CH3:20])[CH:15]=[CH:14][C:9]=3[C:10](=[O:13])[C:11](=O)[C:4]=2[CH:3]=1.[CH3:23][NH:24][C:25]([NH2:27])=[NH:26].C(=O)([O-])[O-].[Na+].[Na+]. The catalyst is O1CCOCC1.C(O)C.O. The product is [NH2:27][C:25]1[N:24]([CH3:23])[C:10](=[O:13])[C:11]2([C:9]3[CH:14]=[CH:15][C:16]([O:19][CH3:20])=[CH:17][C:8]=3[CH2:7][CH2:6][C:5]3[CH:21]=[CH:22][C:2]([Br:1])=[CH:3][C:4]2=3)[N:26]=1. The yield is 0.570. (7) The reactants are [Br:1][C:2]1[CH:3]=[C:4]([N+:19]([O-:21])=[O:20])[C:5]([CH:8](C(OCC)=O)C(OCC)=O)=[N:6][CH:7]=1. The catalyst is Cl. The product is [Br:1][C:2]1[CH:3]=[C:4]([N+:19]([O-:21])=[O:20])[C:5]([CH3:8])=[N:6][CH:7]=1. The yield is 0.840.